Dataset: Reaction yield outcomes from USPTO patents with 853,638 reactions. Task: Predict the reaction yield, written as a fraction of the theoretical maximum amount of product (1.0 means a 100% yield; for example, 0.34 means a 34% yield). (1) The reactants are [OH:1][C:2]1[CH:7]=[CH:6][C:5]([C:8]2[CH:13]=[CH:12][C:11]([C:14]#[N:15])=[CH:10][CH:9]=2)=[CH:4][C:3]=1I.[CH3:17][O:18][CH:19]=[CH:20][CH:21]=[CH2:22].C(=O)(O)[O-].[Na+]. The catalyst is [Cl-].C([N+](CCCC)(CCCC)CCCC)CCC.CN(C=O)C.C(Cl)Cl.C([O-])(=O)C.C([O-])(=O)C.[Pd+2]. The product is [CH3:17][O:18]/[CH:19]=[CH:20]/[CH:21]1[CH2:22][C:3]2[CH:4]=[C:5]([C:8]3[CH:13]=[CH:12][C:11]([C:14]#[N:15])=[CH:10][CH:9]=3)[CH:6]=[CH:7][C:2]=2[O:1]1. The yield is 0.550. (2) The reactants are [CH:1]([O:4][C:5]1[CH:10]=[C:9]([CH2:11][C:12]2[CH:17]=[CH:16][CH:15]=[CH:14][N:13]=2)[CH:8]=[CH:7][C:6]=1[CH2:18][CH2:19][CH2:20][OH:21])([CH3:3])[CH3:2].O[C:23]1[C:28]([O:29][CH3:30])=[CH:27][CH:26]=[CH:25][C:24]=1[CH2:31][C:32]([O:34]C)=[O:33].C(P(CCCC)CCCC)CCC.N(C(N1CCCCC1)=O)=NC(N1CCCCC1)=O.O1CCCC1CO.[OH-].[Na+].Cl. The catalyst is O1CCCC1. The product is [CH:1]([O:4][C:5]1[CH:10]=[C:9]([CH2:11][C:12]2[CH:17]=[CH:16][CH:15]=[CH:14][N:13]=2)[CH:8]=[CH:7][C:6]=1[CH2:18][CH2:19][CH2:20][O:21][C:23]1[C:28]([O:29][CH3:30])=[CH:27][CH:26]=[CH:25][C:24]=1[CH2:31][C:32]([OH:34])=[O:33])([CH3:2])[CH3:3]. The yield is 0.570. (3) The reactants are CS(C)=O.C(Cl)(=O)C(Cl)=O.C(=O)=O.CC(C)=O.[OH:18][CH2:19][C@@H:20]1[CH2:24][C:23]([CH3:25])=[CH:22][N:21]1[C:26]([C:28]1[CH:33]=[C:32]([O:34][CH3:35])[C:31]([O:36][Si:37]([CH:44]([CH3:46])[CH3:45])([CH:41]([CH3:43])[CH3:42])[CH:38]([CH3:40])[CH3:39])=[CH:30][C:29]=1[NH:47][C:48](=[O:53])[O:49][CH2:50][CH:51]=[CH2:52])=[O:27].C(N(CC)CC)C. The catalyst is ClCCl. The product is [OH:18][C@@H:19]1[N:47]([C:48]([O:49][CH2:50][CH:51]=[CH2:52])=[O:53])[C:29]2[CH:30]=[C:31]([O:36][Si:37]([CH:41]([CH3:42])[CH3:43])([CH:44]([CH3:45])[CH3:46])[CH:38]([CH3:39])[CH3:40])[C:32]([O:34][CH3:35])=[CH:33][C:28]=2[C:26](=[O:27])[N:21]2[CH:22]=[C:23]([CH3:25])[CH2:24][C@@H:20]12. The yield is 0.660. (4) The reactants are [Br:1][C:2]1[CH:3]=[C:4]([N+:9]([O-:11])=[O:10])[C:5](=O)[NH:6][CH:7]=1.CN(C=O)C.O=P(Cl)(Cl)[Cl:19]. No catalyst specified. The product is [Br:1][C:2]1[CH:3]=[C:4]([N+:9]([O-:11])=[O:10])[C:5]([Cl:19])=[N:6][CH:7]=1. The yield is 0.850. (5) The reactants are ICC.C([O-])([O-])=O.[K+].[K+].[C:10]([O:13][C:14]1[CH:19]=[C:18]([I:20])[CH:17]=[C:16]([OH:21])[C:15]=1[Cl:22])(=O)[CH3:11]. The catalyst is CN(C=O)C.C(OCC)C. The product is [Cl:22][C:15]1[C:14]([O:13][CH2:10][CH3:11])=[CH:19][C:18]([I:20])=[CH:17][C:16]=1[OH:21]. The yield is 0.580. (6) The reactants are [Cl-].O[NH3+:3].[C:4](=[O:7])([O-])[OH:5].[Na+].CS(C)=O.[Si]([O:20][CH:21]([CH3:59])[C:22]([CH3:58])([CH3:57])[O:23][C:24]1[CH:29]=[CH:28][C:27]([N:30]2[C:35](=[O:36])[C:34]([CH2:37][C:38]3[CH:43]=[CH:42][C:41]([C:44]4[C:45]([C:50]#[N:51])=[CH:46][CH:47]=[CH:48][CH:49]=4)=[CH:40][CH:39]=3)=[C:33]([CH2:52][CH2:53][CH3:54])[N:32]=[C:31]2[CH2:55][CH3:56])=[CH:26][CH:25]=1)(C(C)(C)C)(C)C. The catalyst is O. The product is [CH2:55]([C:31]1[N:30]([C:27]2[CH:26]=[CH:25][C:24]([O:23][C:22]([CH3:58])([CH3:57])[CH:21]([OH:20])[CH3:59])=[CH:29][CH:28]=2)[C:35](=[O:36])[C:34]([CH2:37][C:38]2[CH:39]=[CH:40][C:41]([C:44]3[CH:49]=[CH:48][CH:47]=[CH:46][C:45]=3[C:50]3[NH:51][C:4](=[O:7])[O:5][N:3]=3)=[CH:42][CH:43]=2)=[C:33]([CH2:52][CH2:53][CH3:54])[N:32]=1)[CH3:56]. The yield is 0.680. (7) The reactants are [F:1][C:2]1[CH:16]=[C:15]([CH2:17][N:18]2[CH2:22][CH2:21][CH:20]([C:23]3[CH:28]=[CH:27][CH:26]=[CH:25][CH:24]=3)[CH2:19]2)[CH:14]=[CH:13][C:3]=1[O:4][C:5]1[CH:12]=[CH:11][C:8]([C:9]#[N:10])=[CH:7][N:6]=1.C(=O)([O-])[O-:30].[K+].[K+].OO. The catalyst is CS(C)=O. The product is [F:1][C:2]1[CH:16]=[C:15]([CH2:17][N:18]2[CH2:22][CH2:21][CH:20]([C:23]3[CH:28]=[CH:27][CH:26]=[CH:25][CH:24]=3)[CH2:19]2)[CH:14]=[CH:13][C:3]=1[O:4][C:5]1[CH:12]=[CH:11][C:8]([C:9]([NH2:10])=[O:30])=[CH:7][N:6]=1. The yield is 0.830. (8) The reactants are [Cl:1][C:2]1[C:7]([Cl:8])=[CH:6][CH:5]=[CH:4][C:3]=1B(O)O.Br[C:13]1[CH:14]=[C:15]([CH:19]2[CH2:21][CH:20]2[C:22]([O:24][CH3:25])=[O:23])[CH:16]=[N:17][CH:18]=1.C(Cl)Cl.C([O-])([O-])=O.[Na+].[Na+]. The catalyst is CN(C=O)C.C1C=CC(P(C2C=CC=CC=2)[C-]2C=CC=C2)=CC=1.C1C=CC(P(C2C=CC=CC=2)[C-]2C=CC=C2)=CC=1.Cl[Pd]Cl.[Fe+2]. The product is [Cl:1][C:2]1[C:7]([Cl:8])=[CH:6][CH:5]=[CH:4][C:3]=1[C:13]1[CH:14]=[C:15]([CH:19]2[CH2:21][CH:20]2[C:22]([O:24][CH3:25])=[O:23])[CH:16]=[N:17][CH:18]=1. The yield is 0.740. (9) The reactants are [CH3:1][C@H:2]1[CH2:7][CH2:6][CH2:5][CH2:4][C@H:3]1[NH:8][C:9]1[C:10]2[N:11]([CH:17]=[C:18]([N+:20]([O-:22])=[O:21])[CH:19]=2)[N:12]=[CH:13][C:14]=1[C:15]#[N:16].[NH4+].[OH-:24].OO. The catalyst is CCO. The product is [CH3:1][C@H:2]1[CH2:7][CH2:6][CH2:5][CH2:4][C@H:3]1[NH:8][C:9]1[C:10]2[N:11]([CH:17]=[C:18]([N+:20]([O-:22])=[O:21])[CH:19]=2)[N:12]=[CH:13][C:14]=1[C:15]([NH2:16])=[O:24]. The yield is 0.660. (10) The reactants are [CH3:1][S:2][C:3]1C=[CH:7][C:6]([CH:9]=[O:10])=[CH:5][N:4]=1.[CH:11]1([Mg]Br)[CH2:13][CH2:12]1.[Cl-].[NH4+:17]. The catalyst is O1CCCC1. The product is [CH:11]1([CH:9]([C:6]2[CH:7]=[N:17][C:3]([S:2][CH3:1])=[N:4][CH:5]=2)[OH:10])[CH2:13][CH2:12]1. The yield is 0.320.